Dataset: Reaction yield outcomes from USPTO patents with 853,638 reactions. Task: Predict the reaction yield, written as a fraction of the theoretical maximum amount of product (1.0 means a 100% yield; for example, 0.34 means a 34% yield). (1) The reactants are [C:1]([N:4]([CH2:24][C@@H:25]1[O:29][C:28](=[O:30])[N:27]([C:31]2[CH:36]=[CH:35][C:34]([CH:37]3[CH2:42][CH2:41][S:40](=[O:44])(=[O:43])[CH2:39][CH2:38]3)=[C:33]([F:45])[CH:32]=2)[CH2:26]1)[C:5]([O:7][CH2:8][O:9][C:10](=[O:23])[C@@H:11]([NH:15][C:16]([O:18][C:19]([CH3:22])([CH3:21])[CH3:20])=[O:17])[CH:12]([CH3:14])[CH3:13])=[O:6])(=[O:3])[CH3:2].C1(OC)C=CC=CC=1.C1COCC1.[ClH:59]. The catalyst is O1CCOCC1. The product is [ClH:59].[C:1]([N:4]([CH2:24][C@@H:25]1[O:29][C:28](=[O:30])[N:27]([C:31]2[CH:36]=[CH:35][C:34]([CH:37]3[CH2:38][CH2:39][S:40](=[O:43])(=[O:44])[CH2:41][CH2:42]3)=[C:33]([F:45])[CH:32]=2)[CH2:26]1)[C:5]([O:7][CH2:8][O:9][C:10](=[O:23])[C@@H:11]([NH:15][C:16]([O:18][C:19]([CH3:22])([CH3:21])[CH3:20])=[O:17])[CH:12]([CH3:13])[CH3:14])=[O:6])(=[O:3])[CH3:2]. The yield is 0.550. (2) The reactants are [F:1][C:2]1[CH:7]=[CH:6][C:5]([NH:8][C:9]2[N:10]([CH3:25])[C:11]3[C:20]4[C:19](=[O:21])[NH:18][C:17]([CH3:22])=[C:16]([CH3:23])[C:15]=4[CH:14]=[CH:13][C:12]=3[N:24]=2)=[C:4]([CH3:26])[CH:3]=1.[O:27]1CCOCC1. No catalyst specified. The product is [F:1][C:2]1[CH:7]=[CH:6][C:5]([NH:8][C:9]2[N:10]([CH3:25])[C:11]3[C:20]4[C:19](=[O:21])[NH:18][C:17]([CH:22]=[O:27])=[C:16]([CH3:23])[C:15]=4[CH:14]=[CH:13][C:12]=3[N:24]=2)=[C:4]([CH3:26])[CH:3]=1. The yield is 0.820. (3) The reactants are C(O[BH-](OC(=O)C)OC(=O)C)(=O)C.[Na+].[Br:15][C:16]1[CH:17]=[CH:18][C:19]([CH:22]=O)=[N:20][CH:21]=1.[NH:24]1[CH2:29][CH2:28][O:27][CH2:26][CH2:25]1.C(O)(=O)C. The catalyst is ClCCCl.CCOC(C)=O. The product is [Br:15][C:16]1[CH:17]=[CH:18][C:19]([CH2:22][N:24]2[CH2:29][CH2:28][O:27][CH2:26][CH2:25]2)=[N:20][CH:21]=1. The yield is 0.390. (4) The reactants are [CH3:1][O:2][C:3]1[CH:8]=[CH:7][C:6]([N:9]2[CH2:14][CH2:13][O:12][CH2:11][CH2:10]2)=[CH:5][C:4]=1[N+:15]([O-])=O.CO. The catalyst is ClCCl.[Pd]. The product is [CH3:1][O:2][C:3]1[CH:8]=[CH:7][C:6]([N:9]2[CH2:10][CH2:11][O:12][CH2:13][CH2:14]2)=[CH:5][C:4]=1[NH2:15]. The yield is 0.880.